This data is from Full USPTO retrosynthesis dataset with 1.9M reactions from patents (1976-2016). The task is: Predict the reactants needed to synthesize the given product. (1) Given the product [C:35]([C:32]1[CH:33]=[CH:34][C:29]([O:28][CH2:27][CH:25]2[CH2:26][N:22]([CH:18]3[CH2:19][CH2:20][CH2:21][N:15]([C:13]([NH2:52])=[O:12])[CH2:16][CH2:17]3)[C:23](=[O:39])[C:24]2([CH3:38])[CH3:37])=[N:30][CH:31]=1)#[N:36], predict the reactants needed to synthesize it. The reactants are: FC(F)(F)C(O)=O.C([O:12][C:13]([N:15]1[CH2:21][CH2:20][CH2:19][CH:18]([N:22]2[CH2:26][CH:25]([CH2:27][O:28][C:29]3[CH:34]=[CH:33][C:32]([C:35]#[N:36])=[CH:31][N:30]=3)[C:24]([CH3:38])([CH3:37])[C:23]2=[O:39])[CH2:17][CH2:16]1)=O)(C)(C)C.ClC(Cl)(OC(=O)OC(Cl)(Cl)Cl)Cl.[NH4+:52].[OH-]. (2) The reactants are: [CH3:1][C:2]([C:4]1[CH:9]=[CH:8][C:7](Br)=[CH:6][CH:5]=1)=[O:3].[CH3:11][CH2:12][N:13]([CH2:16][CH2:17][OH:18])[CH2:14][CH3:15].C([O-])([O-])=O.[K+].[K+]. Given the product [CH2:12]([N:13]([CH2:14][CH3:15])[CH2:16][CH2:17][O:18][C:7]1[CH:8]=[CH:9][C:4]([C:2](=[O:3])[CH3:1])=[CH:5][CH:6]=1)[CH3:11], predict the reactants needed to synthesize it. (3) Given the product [O:36]=[S:35]1(=[O:37])[C:31]2[CH:30]=[C:29]([C:45]3[C:44]4[C:48](=[CH:49][C:41]([F:40])=[CH:42][CH:43]=4)[N:47]([C:50]([O:52][C:53]([CH3:56])([CH3:55])[CH3:54])=[O:51])[CH:46]=3)[CH:39]=[CH:38][C:32]=2[CH2:33][NH:34]1, predict the reactants needed to synthesize it. The reactants are: FC1C=C2C(C(C3C=C(N)C(N)=CC=3)=CN2S(C2C=CC=CC=2)(=O)=O)=CC=1.Br[C:29]1[CH:39]=[CH:38][C:32]2[CH2:33][NH:34][S:35](=[O:37])(=[O:36])[C:31]=2[CH:30]=1.[F:40][C:41]1[CH:49]=[C:48]2[C:44]([C:45](B3OC(C)(C)C(C)(C)O3)=[CH:46][N:47]2[C:50]([O:52][C:53]([CH3:56])([CH3:55])[CH3:54])=[O:51])=[CH:43][CH:42]=1. (4) Given the product [F:16][CH:17]([F:27])[C:18]1[CH:23]=[C:22]([C:2]2[C:3](=[O:15])[C:4]([C:12]([OH:14])=[O:13])=[CH:5][N:6]([CH:9]([CH3:11])[CH3:10])[C:7]=2[CH3:8])[CH:21]=[CH:20][CH:19]=1, predict the reactants needed to synthesize it. The reactants are: Br[C:2]1[C:3](=[O:15])[C:4]([C:12]([OH:14])=[O:13])=[CH:5][N:6]([CH:9]([CH3:11])[CH3:10])[C:7]=1[CH3:8].[F:16][CH:17]([F:27])[C:18]1[CH:19]=[C:20](B(O)O)[CH:21]=[CH:22][CH:23]=1.C([O-])([O-])=O.[K+].[K+].